This data is from Full USPTO retrosynthesis dataset with 1.9M reactions from patents (1976-2016). The task is: Predict the reactants needed to synthesize the given product. (1) The reactants are: CS(C)=O.[CH:5]1([N:10]2[C:19]3[C:14](=[CH:15][C:16]([F:21])=[C:17](F)[CH:18]=3)[C:13](=[O:22])[NH:12][C:11]2=[O:23])[CH2:9][CH2:8][CH2:7][CH2:6]1.[CH:24]1([NH2:30])[CH2:29][CH2:28][CH2:27][CH2:26][CH2:25]1. Given the product [CH:24]1([NH:30][C:17]2[CH:18]=[C:19]3[C:14]([C:13](=[O:22])[NH:12][C:11](=[O:23])[N:10]3[CH:5]3[CH2:9][CH2:8][CH2:7][CH2:6]3)=[CH:15][C:16]=2[F:21])[CH2:29][CH2:28][CH2:27][CH2:26][CH2:25]1, predict the reactants needed to synthesize it. (2) Given the product [C:6]([CH:4]1[CH2:5][N:2]([C:58](=[O:59])/[CH:57]=[CH:56]/[C:52]2[CH:53]=[C:54]3[C:49](=[N:50][CH:51]=2)[NH:48][C:47](=[O:61])[C:44]2([CH2:45][CH2:46][N:41]([CH3:40])[CH2:42][CH2:43]2)[CH2:55]3)[CH2:3]1)(=[O:8])[CH3:7], predict the reactants needed to synthesize it. The reactants are: Cl.[NH:2]1[CH2:5][CH:4]([C:6](=[O:8])[CH3:7])[CH2:3]1.CCN=C=NCCCN(C)C.C1C=CC2N(O)N=NC=2C=1.C(N(C(C)C)CC)(C)C.Cl.[CH3:40][N:41]1[CH2:46][CH2:45][C:44]2([CH2:55][C:54]3[C:49](=[N:50][CH:51]=[C:52](/[CH:56]=[CH:57]/[C:58](O)=[O:59])[CH:53]=3)[NH:48][C:47]2=[O:61])[CH2:43][CH2:42]1. (3) Given the product [C:1]1([C:8]2[CH:9]=[C:10]([CH:15]=[CH:16][C:17]=2[O:18][S:26]([C:29]([F:32])([F:31])[F:30])(=[O:28])=[O:27])[C:11]([O:13][CH3:14])=[O:12])[CH2:7][CH2:6][CH2:5][CH2:4][CH2:3][CH:2]=1, predict the reactants needed to synthesize it. The reactants are: [C:1]1([C:8]2[CH:9]=[C:10]([CH:15]=[CH:16][C:17]=2[OH:18])[C:11]([O:13][CH3:14])=[O:12])[CH2:7][CH2:6][CH2:5][CH2:4][CH2:3][CH:2]=1.C1(N([S:26]([C:29]([F:32])([F:31])[F:30])(=[O:28])=[O:27])[S:26]([C:29]([F:32])([F:31])[F:30])(=[O:28])=[O:27])C=CC=CC=1. (4) Given the product [NH2:1][C@H:2]([C:10]([NH:12][CH2:13][C:14]([NH:16][C@H:17]([C:22]([NH:24][C@@H:25]([C:33]([NH:35][C@H:36]([C:40]([OH:42])=[O:41])[CH:37]([CH3:39])[CH3:38])=[O:34])[CH2:26][C:27]1[CH:28]=[CH:29][CH:30]=[CH:31][CH:32]=1)=[O:23])[CH2:18][C:19](=[O:20])[OH:21])=[O:15])=[O:11])[CH2:3][CH2:4][CH2:5][NH:6][C:7](=[NH:8])[NH2:9], predict the reactants needed to synthesize it. The reactants are: [NH:1](C(OC(C)(C)C)=O)[C@H:2]([C:10]([NH:12][CH2:13][C:14]([NH:16][C@H:17]([C:22]([NH:24][C@@H:25]([C:33]([NH:35][C@H:36]([C:40]([O:42]C)=[O:41])[CH:37]([CH3:39])[CH3:38])=[O:34])[CH2:26][C:27]1[CH:32]=[CH:31][CH:30]=[CH:29][CH:28]=1)=[O:23])[CH2:18][C:19](=[O:21])[OH:20])=[O:15])=[O:11])[CH2:3][CH2:4][CH2:5][NH:6][C:7](=[NH:9])[NH2:8].[OH-].[Na+]. (5) Given the product [Cl:1][CH:2]([C:14]1[CH:19]=[CH:18][CH:17]=[CH:16][CH:15]=1)[C:3]([C:5]1[C:13]2[C:8](=[CH:9][CH:10]=[CH:11][CH:12]=2)[N:7]([CH2:21][CH2:22][CH2:23][OH:24])[CH:6]=1)=[O:4].[OH:24][CH2:23][CH2:22][CH2:21][N:7]1[C:8]2[C:13](=[CH:12][CH:11]=[CH:10][CH:9]=2)[C:5]([C:3](=[O:4])[CH:2]([NH:7][C:8]2[CH:13]=[CH:12][CH:11]=[C:10]([O:28][CH3:25])[CH:9]=2)[C:14]2[CH:19]=[CH:18][CH:17]=[CH:16][CH:15]=2)=[CH:6]1, predict the reactants needed to synthesize it. The reactants are: [Cl:1][CH:2]([C:14]1[CH:19]=[CH:18][CH:17]=[CH:16][CH:15]=1)[C:3]([C:5]1[C:13]2[C:8](=[CH:9][CH:10]=[CH:11][CH:12]=2)[NH:7][CH:6]=1)=[O:4].Br[CH2:21][CH2:22][CH2:23][OH:24].[C:25](=[O:28])([O-])[O-].[K+].[K+].